This data is from Caco-2 cell permeability data measuring drug intestinal absorption for ~900 compounds. The task is: Regression/Classification. Given a drug SMILES string, predict its absorption, distribution, metabolism, or excretion properties. Task type varies by dataset: regression for continuous measurements (e.g., permeability, clearance, half-life) or binary classification for categorical outcomes (e.g., BBB penetration, CYP inhibition). For this dataset (caco2_wang), we predict Y. The molecule is CCc1cc(C(N)=S)ccn1. The Y is -4.40 log Papp (cm/s).